Dataset: Reaction yield outcomes from USPTO patents with 853,638 reactions. Task: Predict the reaction yield, written as a fraction of the theoretical maximum amount of product (1.0 means a 100% yield; for example, 0.34 means a 34% yield). (1) The reactants are [F:1][C:2]1[CH:11]=[C:10]2[C:5]([CH2:6][CH2:7][CH2:8][NH:9]2)=[CH:4][CH:3]=1.Cl[C:13]1[C:14](=[O:27])[NH:15][C:16]2[C:21]([N:22]=1)=[CH:20][C:19]([C:23]([O:25][CH3:26])=[O:24])=[CH:18][CH:17]=2. The catalyst is CN1C(=O)CCC1.O. The product is [F:1][C:2]1[CH:11]=[C:10]2[C:5]([CH2:6][CH2:7][CH2:8][N:9]2[C:13]2[C:14](=[O:27])[NH:15][C:16]3[C:21]([N:22]=2)=[CH:20][C:19]([C:23]([O:25][CH3:26])=[O:24])=[CH:18][CH:17]=3)=[CH:4][CH:3]=1. The yield is 0.390. (2) The reactants are Cl.[CH2:2]([O:4][C:5](=[O:9])[CH:6]([CH3:8])[NH2:7])[CH3:3].[CH2:10]([O:14][C:15]1[CH:20]=[CH:19][C:18]([S:21](Cl)(=[O:23])=[O:22])=[CH:17][CH:16]=1)[C:11]#[C:12][CH3:13]. No catalyst specified. The product is [CH2:2]([O:4][C:5](=[O:9])[CH:6]([NH:7][S:21]([C:18]1[CH:17]=[CH:16][C:15]([O:14][CH2:10][C:11]#[C:12][CH3:13])=[CH:20][CH:19]=1)(=[O:23])=[O:22])[CH3:8])[CH3:3]. The yield is 0.580. (3) The reactants are [C:1]([C:4]1[CH:5]=[C:6]2[C:11](=[O:12])[O:10][C:8](=O)[C:7]2=[CH:13][CH:14]=1)([OH:3])=[O:2].[NH2:15][CH2:16][CH2:17][CH2:18][CH2:19][C:20]([OH:22])=[O:21]. No catalyst specified. The product is [C:1]([C:4]1[CH:5]=[C:6]2[C:11](=[O:12])[N:15]([CH2:16][CH2:17][CH2:18][CH2:19][C:20]([OH:22])=[O:21])[C:8](=[O:10])[C:7]2=[CH:13][CH:14]=1)([OH:3])=[O:2]. The yield is 0.720. (4) The catalyst is C(Cl)Cl.CO. The product is [ClH:41].[CH3:1][O:2][CH2:3][CH2:4][O:5][C:6]1[CH:7]=[C:8]2[C:13](=[CH:14][C:15]=1[O:16][CH2:17][CH2:18][O:19][CH3:20])[N:12]=[CH:11][N:10]=[C:9]2[O:21][C:22]1[CH:23]=[C:24]([NH:28][C:29]([NH:31][C:32]2[CH:36]=[C:35]([C:37]([CH3:40])([CH3:39])[CH3:38])[O:34][N:33]=2)=[O:30])[CH:25]=[CH:26][CH:27]=1. The reactants are [CH3:1][O:2][CH2:3][CH2:4][O:5][C:6]1[CH:7]=[C:8]2[C:13](=[CH:14][C:15]=1[O:16][CH2:17][CH2:18][O:19][CH3:20])[N:12]=[CH:11][N:10]=[C:9]2[O:21][C:22]1[CH:23]=[C:24]([NH:28][C:29]([NH:31][C:32]2[CH:36]=[C:35]([C:37]([CH3:40])([CH3:39])[CH3:38])[O:34][N:33]=2)=[O:30])[CH:25]=[CH:26][CH:27]=1.[ClH:41].CCOCC. The yield is 0.850. (5) The reactants are [CH3:1][O:2][C:3]1[N:4]=[C:5]([CH3:11])[S:6][C:7]=1[C:8]([OH:10])=O.O1CCCC1.C(Cl)(=O)C(Cl)=O.[NH2:23][C:24]1[CH:25]=[C:26]([CH:43]=[CH:44][C:45]=1[CH3:46])[O:27][C:28]1[CH:29]=[CH:30][C:31]2[N:32]([CH:34]=[C:35]([NH:37][C:38]([CH:40]3[CH2:42][CH2:41]3)=[O:39])[N:36]=2)[N:33]=1. The catalyst is CN(C)C=O.CN(C)C(=O)C. The product is [CH:40]1([C:38]([NH:37][C:35]2[N:36]=[C:31]3[CH:30]=[CH:29][C:28]([O:27][C:26]4[CH:43]=[CH:44][C:45]([CH3:46])=[C:24]([NH:23][C:8]([C:7]5[S:6][C:5]([CH3:11])=[N:4][C:3]=5[O:2][CH3:1])=[O:10])[CH:25]=4)=[N:33][N:32]3[CH:34]=2)=[O:39])[CH2:41][CH2:42]1. The yield is 0.530.